Dataset: Forward reaction prediction with 1.9M reactions from USPTO patents (1976-2016). Task: Predict the product of the given reaction. Given the reactants [F:1][C:2]1[CH:7]=[CH:6][CH:5]=[CH:4][C:3]=1[C:8]1[C:9]2[C:10]3[CH2:21][CH2:20][NH:19][CH2:18][CH2:17][C:11]=3[NH:12][C:13]=2[CH:14]=[CH:15][CH:16]=1.CC(C)=O.C(Cl)(Cl)Cl.[NH4+].[OH-], predict the reaction product. The product is: [F:1][C:2]1[CH:7]=[CH:6][CH:5]=[CH:4][C:3]=1[C:8]1[C:9]2[C@@H:10]3[CH2:21][CH2:20][NH:19][CH2:18][CH2:17][C@H:11]3[NH:12][C:13]=2[CH:14]=[CH:15][CH:16]=1.